Dataset: Forward reaction prediction with 1.9M reactions from USPTO patents (1976-2016). Task: Predict the product of the given reaction. (1) Given the reactants [CH3:1][CH:2]([C:7]1[CH:12]=[C:11]([Cl:13])[CH:10]=[CH:9][C:8]=1[N+:14]([O-])=O)[C:3](OC)=[O:4], predict the reaction product. The product is: [Cl:13][C:11]1[CH:12]=[C:7]2[C:8](=[CH:9][CH:10]=1)[NH:14][C:3](=[O:4])[CH:2]2[CH3:1]. (2) Given the reactants C[O:2][C:3]1[CH:27]=[CH:26][C:6]2[CH2:7][C@@H:8]([CH2:21][C:22]([O:24][CH3:25])=[O:23])[C:9](=[O:20])[N:10]([CH2:12][CH2:13][C:14]3[CH:19]=[CH:18][CH:17]=[CH:16][CH:15]=3)[CH2:11][C:5]=2[CH:4]=1.B(Br)(Br)Br, predict the reaction product. The product is: [OH:2][C:3]1[CH:27]=[CH:26][C:6]2[CH2:7][C@@H:8]([CH2:21][C:22]([O:24][CH3:25])=[O:23])[C:9](=[O:20])[N:10]([CH2:12][CH2:13][C:14]3[CH:19]=[CH:18][CH:17]=[CH:16][CH:15]=3)[CH2:11][C:5]=2[CH:4]=1. (3) The product is: [Cl:24][C:12]1[CH:13]=[C:14]2[C:9](=[CH:10][CH:11]=1)[N:8]=[C:7]([CH:25]([CH3:26])[CH3:27])[C:6]([C:4]([OH:5])=[O:3])=[C:15]2[CH2:16][C:17]1[CH:22]=[CH:21][CH:20]=[CH:19][C:18]=1[Cl:23]. Given the reactants C([O:3][C:4]([C:6]1[C:7]([CH:25]([CH3:27])[CH3:26])=[N:8][C:9]2[C:14]([C:15]=1[CH2:16][C:17]1[CH:22]=[CH:21][CH:20]=[CH:19][C:18]=1[Cl:23])=[CH:13][C:12]([Cl:24])=[CH:11][CH:10]=2)=[O:5])C.[OH-].[Na+], predict the reaction product. (4) Given the reactants C(OC[N:9]1[C:13]2[N:14]=[C:15]([NH:28][C:29]3[CH:34]=[CH:33][C:32]([O:35][CH2:36][CH2:37][O:38][CH3:39])=[C:31]([F:40])[CH:30]=3)[N:16]=[C:17]([O:18][C:19]3[CH:24]=[CH:23][CH:22]=[C:21]([N+:25]([O-:27])=[O:26])[CH:20]=3)[C:12]=2[CH:11]=[CH:10]1)(=O)C(C)(C)C.CO.[OH-].[Na+], predict the reaction product. The product is: [F:40][C:31]1[CH:30]=[C:29]([NH:28][C:15]2[N:16]=[C:17]([O:18][C:19]3[CH:24]=[CH:23][CH:22]=[C:21]([N+:25]([O-:27])=[O:26])[CH:20]=3)[C:12]3[CH:11]=[CH:10][NH:9][C:13]=3[N:14]=2)[CH:34]=[CH:33][C:32]=1[O:35][CH2:36][CH2:37][O:38][CH3:39]. (5) Given the reactants [Br:1][C:2]1[CH:3]=[N:4][C:5]2[N:6]([N:8]=[C:9]([C:11]([OH:13])=O)[CH:10]=2)[CH:7]=1.[F:14][C:15]1[C:19]2[CH:20]([CH3:24])[NH:21][CH2:22][CH2:23][C:18]=2[S:17][CH:16]=1, predict the reaction product. The product is: [Br:1][C:2]1[CH:3]=[N:4][C:5]2[N:6]([N:8]=[C:9]([C:11]([N:21]3[CH2:22][CH2:23][C:18]4[S:17][CH:16]=[C:15]([F:14])[C:19]=4[CH:20]3[CH3:24])=[O:13])[CH:10]=2)[CH:7]=1. (6) Given the reactants [Cl:1][C:2]1[C:10](Cl)=[C:9]2[C:5]([CH2:6][C:7]([CH:14]3[CH2:18][CH2:17][CH2:16][CH2:15]3)([CH3:13])[C:8]2=[O:12])=[CH:4][C:3]=1[OH:19], predict the reaction product. The product is: [Cl:1][C:2]1[CH:10]=[C:9]2[C:5]([CH2:6][C:7]([CH:14]3[CH2:18][CH2:17][CH2:16][CH2:15]3)([CH3:13])[C:8]2=[O:12])=[CH:4][C:3]=1[OH:19]. (7) The product is: [N:12]1([CH2:11][CH2:10][CH2:9][C:8]([N:5]2[CH2:6][CH2:7][CH:2]([NH:1][C:35]([NH:34][C:28]3[CH:33]=[CH:32][CH:31]=[CH:30][CH:29]=3)=[O:36])[CH2:3][CH2:4]2)=[O:18])[CH2:13][CH2:14][O:15][CH2:16][CH2:17]1. Given the reactants [NH2:1][CH:2]1[CH2:7][CH2:6][N:5]([C:8](=[O:18])[CH2:9][CH2:10][CH2:11][N:12]2[CH2:17][CH2:16][O:15][CH2:14][CH2:13]2)[CH2:4][CH2:3]1.C(N(C(C)C)CC)(C)C.[C:28]1([N:34]=[C:35]=[O:36])[CH:33]=[CH:32][CH:31]=[CH:30][CH:29]=1, predict the reaction product. (8) Given the reactants [Br:1][C:2]1[C:3]([CH3:11])=[C:4]([CH:8]=[CH:9][CH:10]=1)[C:5]([OH:7])=[O:6].[CH2:12](N(CC)CC)C, predict the reaction product. The product is: [Br:1][C:2]1[C:3]([CH3:11])=[C:4]([CH:8]=[CH:9][CH:10]=1)[C:5]([O:7][CH3:12])=[O:6]. (9) Given the reactants [CH2:1]=[CH:2]CCCCCC.[H][H].C=C.CC1CCCCC1.FC1C([B-](C2C(F)=C(F)C(F)=C(F)C=2F)(C2C(F)=C(F)C(F)=C(F)C=2F)C2C(F)=C(F)C(F)=C(F)C=2F)=C(F)C(F)=C(F)C=1F.C[NH+]([CH2:67][CH2:68][CH2:69][CH2:70][CH2:71][CH2:72][CH2:73][CH2:74][CH2:67][CH2:68][CH2:69][CH2:70][CH2:71][CH2:72][CH2:73][CH2:74]CC)[CH2:67][CH2:68][CH2:69][CH2:70][CH2:71][CH2:72][CH2:73][CH2:74][CH2:67][CH2:68][CH2:69][CH2:70][CH2:71][CH2:72][CH2:73][CH2:74]CC, predict the reaction product. The product is: [CH2:1]=[CH2:2].[CH2:67]=[CH:68][CH2:69][CH2:70][CH2:71][CH2:72][CH2:73][CH3:74]. (10) Given the reactants [NH2:1][C:2]1[CH:3]=[CH:4][C:5]([F:18])=[C:6]([C@:8]2([CH3:17])[C:13]([F:15])([F:14])[CH2:12][O:11][C:10]([NH2:16])=[N:9]2)[CH:7]=1.[N:19]1[CH:24]=[CH:23][CH:22]=[CH:21][C:20]=1[C:25](O)=[O:26], predict the reaction product. The product is: [NH2:16][C:10]1[O:11][CH2:12][C:13]([F:14])([F:15])[C@:8]([C:6]2[CH:7]=[C:2]([NH:1][C:25]([C:20]3[CH:21]=[CH:22][CH:23]=[CH:24][N:19]=3)=[O:26])[CH:3]=[CH:4][C:5]=2[F:18])([CH3:17])[N:9]=1.